From a dataset of Forward reaction prediction with 1.9M reactions from USPTO patents (1976-2016). Predict the product of the given reaction. (1) Given the reactants C1(OC(=O)[N:9]([C:19]2[CH:24]=[C:23]([Cl:25])[CH:22]=[CH:21][N:20]=2)[C:10]([O:12]C2C=CC=CC=2)=O)C=CC=CC=1.[CH2:27]([N:29]([CH2:34][CH3:35])[CH2:30][CH2:31][CH2:32][NH2:33])[CH3:28], predict the reaction product. The product is: [Cl:25][C:23]1[CH:22]=[CH:21][N:20]=[C:19]([NH:9][C:10]([NH:33][CH2:32][CH2:31][CH2:30][N:29]([CH2:34][CH3:35])[CH2:27][CH3:28])=[O:12])[CH:24]=1. (2) Given the reactants COC1C=C(OC)C=CC=1C[N:6]1[CH2:14][C:13]2[C:12]([F:15])=[C:11]([NH:16][C@H:17]3[CH2:22][CH2:21][CH2:20][CH2:19][C@H:18]3[NH:23]C(=O)OC(C)(C)C)[N:10]=[C:9]([C:31]3[CH:32]=[N:33][N:34]([CH3:36])[CH:35]=3)[C:8]=2[C:7]1=[O:37].[C:44]([OH:50])([C:46]([F:49])([F:48])[F:47])=[O:45], predict the reaction product. The product is: [NH2:23][C@H:18]1[CH2:19][CH2:20][CH2:21][CH2:22][C@H:17]1[NH:16][C:11]1[N:10]=[C:9]([C:31]2[CH:32]=[N:33][N:34]([CH3:36])[CH:35]=2)[C:8]2[C:7](=[O:37])[NH:6][CH2:14][C:13]=2[C:12]=1[F:15].[C:44]([OH:50])([C:46]([F:49])([F:48])[F:47])=[O:45].